Predict the reactants needed to synthesize the given product. From a dataset of Full USPTO retrosynthesis dataset with 1.9M reactions from patents (1976-2016). Given the product [CH2:19]([N:11]1[CH:12]=[C:13]([CH2:14][C:15]([O:17][CH3:18])=[O:16])[C:9]([OH:8])=[N:10]1)[CH3:20], predict the reactants needed to synthesize it. The reactants are: C([O:8][C:9]1[C:13]([CH2:14][C:15]([O:17][CH3:18])=[O:16])=[CH:12][N:11]([CH2:19][CH3:20])[N:10]=1)C1C=CC=CC=1.